This data is from Full USPTO retrosynthesis dataset with 1.9M reactions from patents (1976-2016). The task is: Predict the reactants needed to synthesize the given product. (1) Given the product [CH2:7]([N:5]1[C@H:4]([C:14]([N:16]2[CH2:17][CH2:18][N:19]([C:22]3[CH:29]=[CH:28][CH:27]=[CH:26][C:23]=3[C:24]#[N:25])[CH2:20][CH2:21]2)=[O:15])[CH2:3][C@H:2]([NH:1][C:34](=[O:35])[C:33]2[CH:37]=[CH:38][CH:39]=[C:31]([Cl:30])[CH:32]=2)[CH2:6]1)[C:8]1[CH:13]=[CH:12][CH:11]=[CH:10][CH:9]=1, predict the reactants needed to synthesize it. The reactants are: [NH2:1][CH:2]1[CH2:6][N:5]([CH2:7][C:8]2[CH:13]=[CH:12][CH:11]=[CH:10][CH:9]=2)[CH:4]([C:14]([N:16]2[CH2:21][CH2:20][N:19]([C:22]3[CH:29]=[CH:28][CH:27]=[CH:26][C:23]=3[C:24]#[N:25])[CH2:18][CH2:17]2)=[O:15])[CH2:3]1.[Cl:30][C:31]1[CH:32]=[C:33]([CH:37]=[CH:38][CH:39]=1)[C:34](Cl)=[O:35]. (2) Given the product [NH2:8][C:9]1[N:14]=[C:13]([CH3:15])[N:12]=[C:11]([C:16]2[C:17]([NH:33][C:34]3[CH:35]=[CH:36][C:37]4[S:41][CH:40]=[N:39][C:38]=4[CH:42]=3)=[N:18][CH:19]=[C:20]([CH2:22][N:23]3[CH2:28][CH2:27][N:26]([S:29]([CH3:32])(=[O:30])=[O:31])[CH2:25][CH2:24]3)[CH:21]=2)[N:10]=1, predict the reactants needed to synthesize it. The reactants are: COC1C=CC(C[N:8](CC2C=CC(OC)=CC=2)[C:9]2[N:14]=[C:13]([CH3:15])[N:12]=[C:11]([C:16]3[C:17]([NH:33][C:34]4[CH:35]=[CH:36][C:37]5[S:41][CH:40]=[N:39][C:38]=5[CH:42]=4)=[N:18][CH:19]=[C:20]([CH2:22][N:23]4[CH2:28][CH2:27][N:26]([S:29]([CH3:32])(=[O:31])=[O:30])[CH2:25][CH2:24]4)[CH:21]=3)[N:10]=2)=CC=1.FC(F)(F)C(O)=O. (3) The reactants are: C[Si](C)(C)CCOC[N:7](COCC[Si](C)(C)C)[C:8]1[N:13]2[N:14]=[CH:15][C:16]([C:17]3[CH:18]=[N:19][C:20]([C:23]4[CH:28]=[CH:27][CH:26]=[CH:25][CH:24]=4)=[CH:21][CH:22]=3)=[C:12]2[N:11]=[C:10]([N:29]2[CH2:35][CH:34]3[N:36](C(OC(C)(C)C)=O)[CH:31]([CH2:32][CH2:33]3)[CH2:30]2)[C:9]=1[C:44]([O:46]CC)=[CH2:45].Cl. Given the product [NH2:7][C:8]1[N:13]2[N:14]=[CH:15][C:16]([C:17]3[CH:18]=[N:19][C:20]([C:23]4[CH:24]=[CH:25][CH:26]=[CH:27][CH:28]=4)=[CH:21][CH:22]=3)=[C:12]2[N:11]=[C:10]([N:29]2[CH2:35][CH:34]3[NH:36][CH:31]([CH2:32][CH2:33]3)[CH2:30]2)[C:9]=1[C:44](=[O:46])[CH3:45], predict the reactants needed to synthesize it. (4) Given the product [Cl:1][C:2]1[N:3]=[N:4][C:5]([S:10][CH3:9])=[CH:6][CH:7]=1, predict the reactants needed to synthesize it. The reactants are: [Cl:1][C:2]1[N:3]=[N:4][C:5](Cl)=[CH:6][CH:7]=1.[CH3:9][S-:10].[Na+].